This data is from Forward reaction prediction with 1.9M reactions from USPTO patents (1976-2016). The task is: Predict the product of the given reaction. Given the reactants [NH2:1][C:2]1[O:3][CH:4]([C:8]2[CH:13]=[CH:12][CH:11]=[CH:10][CH:9]=2)[C:5](=[O:7])[N:6]=1.[CH:14]1(N)[CH2:20][CH2:19][CH2:18][CH2:17][CH2:16][CH2:15]1, predict the reaction product. The product is: [CH:14]1([NH:1][C:2]2[O:3][CH:4]([C:8]3[CH:13]=[CH:12][CH:11]=[CH:10][CH:9]=3)[C:5](=[O:7])[N:6]=2)[CH2:20][CH2:19][CH2:18][CH2:17][CH2:16][CH2:15]1.